Predict the reaction yield, written as a fraction of the theoretical maximum amount of product (1.0 means a 100% yield; for example, 0.34 means a 34% yield). From a dataset of Reaction yield outcomes from USPTO patents with 853,638 reactions. (1) The reactants are [O:1]=[C:2]1[NH:6][C:5](=[O:7])[CH:4]([CH2:8][C:9]2[CH:19]=[CH:18][C:12]([O:13][CH2:14][C:15]([OH:17])=O)=[CH:11][CH:10]=2)[S:3]1.[NH2:20][C:21]1[C:36]([CH3:37])=[CH:35][C:24]([O:25][C:26]2[CH:27]=[C:28]([NH:33]C)[C:29](N)=[CH:30][CH:31]=2)=[CH:23][C:22]=1[CH3:38].[CH2:39]([N:41](CC)CC)C.C(=O)(O)[O-].[Na+]. The catalyst is ClCCl.C(OCC)(=O)C. The product is [NH2:20][C:21]1[C:36]([CH3:37])=[CH:35][C:24]([O:25][C:26]2[C:27]([NH:41][CH3:39])=[C:28]([NH:33][C:15](=[O:17])[CH2:14][O:13][C:12]3[CH:11]=[CH:10][C:9]([CH2:8][CH:4]4[S:3][C:2](=[O:1])[NH:6][C:5]4=[O:7])=[CH:19][CH:18]=3)[CH:29]=[CH:30][CH:31]=2)=[CH:23][C:22]=1[CH3:38]. The yield is 0.970. (2) The reactants are [NH2:1][C:2]1[N:6]([C:7]2[CH:12]=[CH:11][CH:10]=[CH:9][CH:8]=2)[N:5]=[C:4]([C:13]([CH3:17])([CH3:16])[C:14]#[N:15])[CH:3]=1.C(=O)([O-])[O-].[K+].[K+].Cl[C:25]([O:27][C:28]1[CH:33]=[CH:32][CH:31]=[CH:30][CH:29]=1)=[O:26]. The catalyst is C(Cl)Cl. The product is [C:14]([C:13]([C:4]1[CH:3]=[C:2]([NH:1][C:25](=[O:26])[O:27][C:28]2[CH:33]=[CH:32][CH:31]=[CH:30][CH:29]=2)[N:6]([C:7]2[CH:12]=[CH:11][CH:10]=[CH:9][CH:8]=2)[N:5]=1)([CH3:17])[CH3:16])#[N:15]. The yield is 0.760. (3) The reactants are [C:1]([O:5][C:6]([NH:8][C@:9]([CH3:32])([CH2:12][CH2:13][C:14]1[N:15]([CH3:31])[C:16]([C:19](=[O:30])[CH2:20][CH2:21][CH2:22][CH2:23][C:24]2[CH:29]=[CH:28][CH:27]=[CH:26][CH:25]=2)=[CH:17][CH:18]=1)[CH2:10][OH:11])=[O:7])([CH3:4])([CH3:3])[CH3:2].[Cr](O[Cr]([O-])(=O)=O)([O-])(=O)=O.[NH+]1C=CC=CC=1.[NH+]1C=CC=CC=1.CCOCC. The catalyst is ClCCl. The product is [C:1]([O:5][C:6]([NH:8][C@:9]([CH3:32])([CH2:12][CH2:13][C:14]1[N:15]([CH3:31])[C:16]([C:19](=[O:30])[CH2:20][CH2:21][CH2:22][CH2:23][C:24]2[CH:25]=[CH:26][CH:27]=[CH:28][CH:29]=2)=[CH:17][CH:18]=1)[CH:10]=[O:11])=[O:7])([CH3:4])([CH3:3])[CH3:2]. The yield is 0.630. (4) The yield is 0.990. The product is [CH:9]1[C:8]2[C:2]([C:24]3[CH:25]=[CH:26][C:21]([C:19]([O:18][CH3:17])=[O:20])=[CH:22][CH:23]=3)=[N:3][C:4]3[CH:16]=[CH:15][CH:14]=[CH:13][C:5]=3[O:6][C:7]=2[CH:12]=[CH:11][CH:10]=1. The reactants are Cl[C:2]1=[N:3][C:4]2[CH:16]=[CH:15][CH:14]=[CH:13][C:5]=2[O:6][C:7]2[CH:12]=[CH:11][CH:10]=[CH:9][C:8]1=2.[CH3:17][O:18][C:19]([C:21]1[CH:26]=[CH:25][C:24](B(O)O)=[CH:23][CH:22]=1)=[O:20].C([O-])([O-])=O.[Na+].[Na+].CCOC(C)=O. The catalyst is COCCOC.C1C=CC([P]([Pd]([P](C2C=CC=CC=2)(C2C=CC=CC=2)C2C=CC=CC=2)([P](C2C=CC=CC=2)(C2C=CC=CC=2)C2C=CC=CC=2)[P](C2C=CC=CC=2)(C2C=CC=CC=2)C2C=CC=CC=2)(C2C=CC=CC=2)C2C=CC=CC=2)=CC=1. (5) The reactants are [CH:1]1([Mg]Br)[CH2:3][CH2:2]1.[Cl:6][C:7]1[CH:8]=[CH:9][C:10]([C:28]([O:30]C)=O)=[C:11]2[C:15]=1[N:14]=[C:13]1[N:16]([C:20]3[CH:25]=[CH:24][C:23]([Cl:26])=[CH:22][C:21]=3[Cl:27])[CH2:17][CH2:18][CH2:19][N:12]21.O1[CH2:36][CH2:35][CH2:34]C1. No catalyst specified. The product is [Cl:6][C:7]1[C:15]2[N:14]=[C:13]3[N:16]([C:20]4[CH:25]=[CH:24][C:23]([Cl:26])=[CH:22][C:21]=4[Cl:27])[CH2:17][CH2:18][CH2:19][N:12]3[C:11]=2[C:10]([C:28]([CH:34]2[CH2:35][CH2:36]2)([CH:1]2[CH2:3][CH2:2]2)[OH:30])=[CH:9][CH:8]=1. The yield is 0.710. (6) The reactants are [CH3:1][O:2][C:3]1[CH:10]=[CH:9][C:8]([C:11]2([CH3:17])[CH2:16][CH2:15][O:14][CH2:13][CH2:12]2)=[CH:7][C:4]=1[CH:5]=[O:6].F[B-](F)(F)F.[O:23]=[N+:24]=[O:25].O. The catalyst is C(OCC)(=O)C. The product is [CH3:1][O:2][C:3]1[C:10]([N+:24]([O-:25])=[O:23])=[CH:9][C:8]([C:11]2([CH3:17])[CH2:16][CH2:15][O:14][CH2:13][CH2:12]2)=[CH:7][C:4]=1[CH:5]=[O:6]. The yield is 0.920. (7) The reactants are [C:1]([C:4]1[CH:11]=[CH:10][C:7]([CH:8]=[O:9])=[CH:6][CH:5]=1)([OH:3])=O.CN(C)C=O.S(Cl)(Cl)=O.[CH2:21]([NH:23][CH2:24][CH3:25])[CH3:22]. The catalyst is ClCCl.C(O)C. The product is [CH:8]([C:7]1[CH:10]=[CH:11][C:4]([C:1]([N:23]([CH2:24][CH3:25])[CH2:21][CH3:22])=[O:3])=[CH:5][CH:6]=1)=[O:9]. The yield is 0.320.